The task is: Predict which catalyst facilitates the given reaction.. This data is from Catalyst prediction with 721,799 reactions and 888 catalyst types from USPTO. (1) Reactant: [N:1]1([C:7]2[N:8]=[C:9]([CH2:14][C:15]([O-:17])=O)[NH:10][C:11](=[O:13])[CH:12]=2)[CH2:6][CH2:5][O:4][CH2:3][CH2:2]1.[Na+].[NH:19]1[C:27]2[CH:26]=[CH:25][CH:24]=[C:23]([OH:28])[C:22]=2[CH2:21][CH2:20]1.Cl.CN(C)CCCN=C=NCC. Product: [OH:28][C:23]1[CH:24]=[CH:25][CH:26]=[C:27]2[C:22]=1[CH2:21][CH2:20][N:19]2[C:15](=[O:17])[CH2:14][C:9]1[NH:10][C:11](=[O:13])[CH:12]=[C:7]([N:1]2[CH2:2][CH2:3][O:4][CH2:5][CH2:6]2)[N:8]=1. The catalyst class is: 672. (2) Reactant: Br[C:2]1[N:3]([C:8]2[CH:13]=[CH:12][C:11]([Cl:14])=[CH:10][C:9]=2[Cl:15])[CH:4]=[C:5]([Br:7])[N:6]=1.C(=O)([O-])[O-].[Cs+].[Cs+].[CH3:22][Si:23]([CH3:37])([CH3:36])[CH2:24][CH2:25][O:26][CH2:27][N:28]1[C:32](B(O)O)=[CH:31][CH:30]=[N:29]1. Product: [Br:7][C:5]1[N:6]=[C:2]([C:32]2[N:28]([CH2:27][O:26][CH2:25][CH2:24][Si:23]([CH3:37])([CH3:36])[CH3:22])[N:29]=[CH:30][CH:31]=2)[N:3]([C:8]2[CH:13]=[CH:12][C:11]([Cl:14])=[CH:10][C:9]=2[Cl:15])[CH:4]=1. The catalyst class is: 70. (3) Reactant: Cl.[CH3:2][S:3]([C:6]1[CH:11]=[CH:10][C:9]([C:12]2[CH:13]=[CH:14][C:15]3[O:19][CH:18]([CH:20]4[CH2:25][CH2:24][NH:23][CH2:22][CH2:21]4)[CH2:17][C:16]=3[CH:26]=2)=[CH:8][CH:7]=1)(=[O:5])=[O:4].C(N(CC)C(C)C)(C)C.[CH3:36][C:37]1([CH3:40])[O:39][CH2:38]1. Product: [CH3:2][S:3]([C:6]1[CH:7]=[CH:8][C:9]([C:12]2[CH:13]=[CH:14][C:15]3[O:19][CH:18]([CH:20]4[CH2:25][CH2:24][N:23]([CH2:36][C:37]([CH3:40])([OH:39])[CH3:38])[CH2:22][CH2:21]4)[CH2:17][C:16]=3[CH:26]=2)=[CH:10][CH:11]=1)(=[O:4])=[O:5]. The catalyst class is: 5. (4) Reactant: [NH:1]1[CH:5]=[CH:4][CH:3]=[N:2]1.[H-].[Na+].[CH3:8][N:9]([CH3:14])[S:10](Cl)(=[O:12])=[O:11].C([O-])(O)=O.[Na+]. Product: [CH3:8][N:9]([CH3:14])[S:10]([N:1]1[CH:5]=[CH:4][CH:3]=[N:2]1)(=[O:12])=[O:11]. The catalyst class is: 1. (5) Reactant: Cl.[CH2:2]([C:6]1[N:7]([NH2:19])[C:8]2[C:17]3[CH:16]=[CH:15][CH:14]=[CH:13][C:12]=3[N:11]=[CH:10][C:9]=2[N:18]=1)[CH2:3][CH2:4][CH3:5].[CH:20](=O)[C:21]1[CH:26]=[CH:25][CH:24]=[CH:23][CH:22]=1. Product: [CH:20](=[N:19][N:7]1[C:8]2[C:17]3[CH:16]=[CH:15][CH:14]=[CH:13][C:12]=3[N:11]=[CH:10][C:9]=2[N:18]=[C:6]1[CH2:2][CH2:3][CH2:4][CH3:5])[C:21]1[CH:26]=[CH:25][CH:24]=[CH:23][CH:22]=1. The catalyst class is: 32. (6) Reactant: Cl[C:2]1[N:7]=[C:6]([O:8][C:9]2[CH:43]=[CH:42][CH:41]=[CH:40][C:10]=2[CH2:11][NH:12][C:13]([NH:15][C:16]2[N:20]([C:21]3[CH:26]=[CH:25][C:24]([CH3:27])=[C:23]([O:28][CH2:29][C:30]4[CH:35]=[CH:34][CH:33]=[CH:32][CH:31]=4)[CH:22]=3)[N:19]=[C:18]([C:36]([CH3:39])([CH3:38])[CH3:37])[CH:17]=2)=[O:14])[CH:5]=[CH:4][N:3]=1.[NH:44]1[CH2:49][CH2:48][O:47][CH2:46][CH2:45]1. Product: [O:47]1[CH2:48][CH2:49][N:44]([C:2]2[N:7]=[C:6]([O:8][C:9]3[CH:43]=[CH:42][CH:41]=[CH:40][C:10]=3[CH2:11][NH:12][C:13]([NH:15][C:16]3[N:20]([C:21]4[CH:26]=[CH:25][C:24]([CH3:27])=[C:23]([O:28][CH2:29][C:30]5[CH:31]=[CH:32][CH:33]=[CH:34][CH:35]=5)[CH:22]=4)[N:19]=[C:18]([C:36]([CH3:37])([CH3:38])[CH3:39])[CH:17]=3)=[O:14])[CH:5]=[CH:4][N:3]=2)[CH2:45][CH2:46]1. The catalyst class is: 8. (7) Reactant: [Li+].[OH-:2].CO[C:5](=O)[CH2:6][CH2:7][CH2:8][C:9]1[CH:13]=[C:12]([C:14]2[CH:19]=[CH:18][CH:17]=[CH:16][C:15]=2[O:20]C)[O:11][N:10]=1.Cl.[O:24]1[CH2:29]COCC1. Product: [OH:20][C:15]1[CH:16]=[CH:17][CH:18]=[CH:19][C:14]=1[C:12]1[O:11][N:10]=[C:9]([CH2:8][CH2:7][CH2:6][CH2:5][C:29]([OH:24])=[O:2])[CH:13]=1. The catalyst class is: 6. (8) Reactant: [NH2:1][C:2]1[C:7]([F:8])=[CH:6][C:5]([C:9]2[N:13]([CH3:14])[C:12]([C:15]#[N:16])=[CH:11][CH:10]=2)=[C:4]([F:17])[CH:3]=1.[CH:18]([S:21](Cl)(=[O:23])=[O:22])([CH3:20])[CH3:19].N1C=CC=CC=1. Product: [C:15]([C:12]1[N:13]([CH3:14])[C:9]([C:5]2[C:4]([F:17])=[CH:3][C:2]([NH:1][S:21]([CH:18]([CH3:20])[CH3:19])(=[O:23])=[O:22])=[C:7]([F:8])[CH:6]=2)=[CH:10][CH:11]=1)#[N:16]. The catalyst class is: 6.